Dataset: Catalyst prediction with 721,799 reactions and 888 catalyst types from USPTO. Task: Predict which catalyst facilitates the given reaction. (1) Reactant: [H-].[Na+].[F:3][C:4]([F:8])([F:7])[CH2:5][OH:6].F[C:10]1[C:18]([CH3:19])=[CH:17][C:13]([C:14]([OH:16])=[O:15])=[CH:12][N:11]=1.Cl. Product: [CH3:19][C:18]1[C:10]([O:6][CH2:5][C:4]([F:8])([F:7])[F:3])=[N:11][CH:12]=[C:13]([CH:17]=1)[C:14]([OH:16])=[O:15]. The catalyst class is: 44. (2) Reactant: [F:1][C:2]1[CH:3]=[C:4]([OH:9])[CH:5]=[CH:6][C:7]=1[F:8].Cl[C:11]1[CH:12]=[CH:13][C:14]([N+:26]([O-:28])=[O:27])=[C:15]([CH2:17][NH:18][C:19](=[O:25])[O:20][C:21]([CH3:24])([CH3:23])[CH3:22])[CH:16]=1.[H-].[Na+]. Product: [F:1][C:2]1[CH:3]=[C:4]([CH:5]=[CH:6][C:7]=1[F:8])[O:9][C:11]1[CH:12]=[CH:13][C:14]([N+:26]([O-:28])=[O:27])=[C:15]([CH2:17][NH:18][C:19](=[O:25])[O:20][C:21]([CH3:24])([CH3:22])[CH3:23])[CH:16]=1. The catalyst class is: 9. (3) Reactant: Br[C:2]1[CH:7]=[CH:6][CH:5]=[CH:4][C:3]=1[N+:8]([O-:10])=[O:9].[CH3:11][C@H:12]1[CH2:17][NH:16][CH2:15][CH2:14][NH:13]1.C([O-])([O-])=O.[K+].[K+]. Product: [CH3:11][C@@H:12]1[NH:13][CH2:14][CH2:15][N:16]([C:2]2[CH:7]=[CH:6][CH:5]=[CH:4][C:3]=2[N+:8]([O-:10])=[O:9])[CH2:17]1. The catalyst class is: 12. (4) Reactant: [F:1][C:2]([F:42])([F:41])[C@H:3]([N:28]1[CH2:32][CH2:31][C@H:30]([NH:33]C(=O)OC(C)(C)C)[CH2:29]1)[C:4]1[CH:5]=[CH:6][C:7]2[N:8]([C:10]([C:13]3[CH:22]=[CH:21][C:20]4[C:15](=[CH:16][C:17]([O:24][CH2:25][CH2:26][OH:27])=[C:18]([F:23])[CH:19]=4)[N:14]=3)=[N:11][N:12]=2)[CH:9]=1. Product: [NH2:33][C@H:30]1[CH2:31][CH2:32][N:28]([C@H:3]([C:4]2[CH:5]=[CH:6][C:7]3[N:8]([C:10]([C:13]4[CH:22]=[CH:21][C:20]5[C:15](=[CH:16][C:17]([O:24][CH2:25][CH2:26][OH:27])=[C:18]([F:23])[CH:19]=5)[N:14]=4)=[N:11][N:12]=3)[CH:9]=2)[C:2]([F:41])([F:1])[F:42])[CH2:29]1. The catalyst class is: 67. (5) Reactant: [CH2:1]([O:8][O:9]CC1C=CC=CC=1)[C:2]1[CH:7]=[CH:6][CH:5]=[CH:4][CH:3]=1.[Na].S(=O)(=O)(O)[OH:19]. Product: [CH:7]1[C:2]([C:1]([O:8][OH:9])=[O:19])=[CH:3][CH:4]=[CH:5][CH:6]=1. The catalyst class is: 147. (6) Reactant: [OH:1][C:2]1[CH:3]=[C:4]([CH:9]=[C:10]([OH:12])[CH:11]=1)[C:5]([O:7][CH3:8])=[O:6].[H-].[Na+].[CH3:15][C:16]1[CH:23]=[CH:22][CH:21]=[CH:20][C:17]=1[CH2:18]Br. Product: [CH3:8][O:7][C:5](=[O:6])[C:4]1[CH:3]=[C:2]([O:1][CH2:15][C:16]2[CH:23]=[CH:22][CH:21]=[CH:20][C:17]=2[CH3:18])[CH:11]=[C:10]([OH:12])[CH:9]=1. The catalyst class is: 3. (7) Reactant: [NH2:1][C:2]1[N:10]=[C:9]([NH2:11])[CH:8]=[CH:7][C:3]=1[C:4]([OH:6])=O.ON1C2C=CC=CC=2N=N1.CCN=C=NCCCN(C)C.[F:33][C:34]1[CH:41]=[CH:40][CH:39]=[CH:38][C:35]=1[CH2:36][NH2:37]. Product: [F:33][C:34]1[CH:41]=[CH:40][CH:39]=[CH:38][C:35]=1[CH2:36][NH:37][C:4](=[O:6])[C:3]1[CH:7]=[CH:8][C:9]([NH2:11])=[N:10][C:2]=1[NH2:1]. The catalyst class is: 136. (8) Reactant: [O:1]=[C:2]1[N:7]([C:8]2[CH:13]=[CH:12][C:11]([O:14]CC3C=CC=CC=3)=[CH:10][CH:9]=2)[CH2:6][CH2:5][N:4]([C:22]([O:24][C:25]([CH3:28])([CH3:27])[CH3:26])=[O:23])[CH2:3]1. Product: [OH:14][C:11]1[CH:12]=[CH:13][C:8]([N:7]2[CH2:6][CH2:5][N:4]([C:22]([O:24][C:25]([CH3:27])([CH3:26])[CH3:28])=[O:23])[CH2:3][C:2]2=[O:1])=[CH:9][CH:10]=1. The catalyst class is: 579.